Dataset: Reaction yield outcomes from USPTO patents with 853,638 reactions. Task: Predict the reaction yield, written as a fraction of the theoretical maximum amount of product (1.0 means a 100% yield; for example, 0.34 means a 34% yield). (1) The reactants are Br[C:2]1[CH:14]=[N:13][C:12]2[C:11]3[CH:10]=[CH:9][C:8]([S:15]([CH3:18])(=[O:17])=[O:16])=[CH:7][C:6]=3[NH:5][C:4]=2[CH:3]=1.[F:19][C:20]1([F:35])[CH2:25][CH2:24][CH:23]([CH:26]([C:28]2[C:33]([F:34])=[CH:32][CH:31]=CN=2)O)[CH2:22][CH2:21]1.C1(P(C2C=CC=CC=2)C2C=CC=CC=2)C=CC=CC=1.CC(O[C:59](/[N:61]=N/C(OC(C)C)=O)=O)C. The catalyst is C1(C)C=CC=CC=1. The product is [F:35][C:20]1([F:19])[CH2:21][CH2:22][CH:23]([CH:26]([C:28]2[CH:59]=[N:61][CH:31]=[CH:32][C:33]=2[F:34])[N:5]2[C:6]3[CH:7]=[C:8]([S:15]([CH3:18])(=[O:17])=[O:16])[CH:9]=[CH:10][C:11]=3[C:12]3[N:13]=[CH:14][CH:2]=[CH:3][C:4]2=3)[CH2:24][CH2:25]1. The yield is 1.00. (2) The product is [C:14]1([CH2:13][N:12]2[C:11]3[C:10]4[CH:9]=[CH:8][CH:7]=[CH:6][C:5]=4[N:4]=[CH:3][C:2]=3[N:1]=[C:20]2[CH2:21][OH:22])[CH:19]=[CH:18][CH:17]=[CH:16][CH:15]=1. The reactants are [NH2:1][C:2]1[CH:3]=[N:4][C:5]2[C:10]([C:11]=1[NH:12][CH2:13][C:14]1[CH:19]=[CH:18][CH:17]=[CH:16][CH:15]=1)=[CH:9][CH:8]=[CH:7][CH:6]=2.[C:20](O)(=O)[CH2:21][OH:22].[OH-].[NH4+]. The yield is 0.820. The catalyst is Cl. (3) The reactants are Br[C:2]1[CH:12]=[N:11][C:5]2[O:6][CH2:7][C:8](=[O:10])[NH:9][C:4]=2[CH:3]=1.[C:13]1(B(O)O)[CH:18]=[CH:17][CH:16]=[CH:15][CH:14]=1.C1(P(C2C=CC=CC=2)C2C=CC=CC=2)C=CC=CC=1.C(=O)([O-])[O-].[K+].[K+]. The catalyst is C(#N)C.O.C([O-])(=O)C.[Pd+2].C([O-])(=O)C. The product is [C:13]1([C:2]2[CH:12]=[N:11][C:5]3[O:6][CH2:7][C:8](=[O:10])[NH:9][C:4]=3[CH:3]=2)[CH:18]=[CH:17][CH:16]=[CH:15][CH:14]=1. The yield is 0.440. (4) No catalyst specified. The reactants are FC1C2C3N=CC([C:32]4[N:36]([CH3:37])[N:35]=[N:34][C:33]=4[CH3:38])=CC=3N([C@@H](C3CCOCC3)C3C=CC=CC=3)C=2C(S(C)(=O)=O)=CC=1.Br[C:40]1[CH:52]=[N:51][C:50]2[C:49]3[C:48]([O:53][CH3:54])=[CH:47][CH:46]=[C:45]([S:55]([CH3:58])(=[O:57])=[O:56])[C:44]=3[N:43]([C@H:59]([C:66]3[CH:71]=[CH:70][CH:69]=[CH:68][C:67]=3[F:72])[CH:60]3[CH2:65][CH2:64][O:63][CH2:62][CH2:61]3)[C:42]=2[CH:41]=1. The product is [F:72][C:67]1[CH:68]=[CH:69][CH:70]=[CH:71][C:66]=1[C@H:59]([CH:60]1[CH2:65][CH2:64][O:63][CH2:62][CH2:61]1)[N:43]1[C:44]2[C:45]([S:55]([CH3:58])(=[O:57])=[O:56])=[CH:46][CH:47]=[C:48]([O:53][CH3:54])[C:49]=2[C:50]2[N:51]=[CH:52][C:40]([C:32]3[N:36]([CH3:37])[N:35]=[N:34][C:33]=3[CH3:38])=[CH:41][C:42]1=2. The yield is 0.430. (5) The reactants are [C:1]1([CH2:7][O:8][C:9]([N:11]2[CH2:14][C:13]([C@H:31]3[CH2:36][CH2:35][CH2:34][CH2:33][N:32]3[C:37]([O:39][C:40]([CH3:43])([CH3:42])[CH3:41])=[O:38])([O:15]C(=O)[C@](OC)(C3C=CC=CC=3)C(F)(F)F)[CH2:12]2)=[O:10])[CH:6]=[CH:5][CH:4]=[CH:3][CH:2]=1.[OH-].[Na+]. The catalyst is CO. The product is [OH:15][C:13]1([C@H:31]2[CH2:36][CH2:35][CH2:34][CH2:33][N:32]2[C:37]([O:39][C:40]([CH3:43])([CH3:42])[CH3:41])=[O:38])[CH2:12][N:11]([C:9]([O:8][CH2:7][C:1]2[CH:6]=[CH:5][CH:4]=[CH:3][CH:2]=2)=[O:10])[CH2:14]1. The yield is 0.810. (6) The reactants are [H-].[Na+].[CH2:3]([O:5][C:6](=[O:16])[CH2:7]P(OCC)(OCC)=O)[CH3:4].[F:17][C:18]([F:23])([F:22])[CH2:19][CH:20]=O. The catalyst is C1COCC1. The product is [F:17][C:18]([F:23])([F:22])[CH2:19]/[CH:20]=[CH:7]/[C:6]([O:5][CH2:3][CH3:4])=[O:16]. The yield is 0.370. (7) The reactants are [NH2:1][CH2:2][CH2:3][N:4]1[CH2:9][CH2:8][CH:7]([CH2:10][NH:11][C:12](=[O:18])[O:13][C:14]([CH3:17])([CH3:16])[CH3:15])[CH2:6][CH2:5]1.CCN(C(C)C)C(C)C.[CH:28]1([S:31](Cl)(=[O:33])=[O:32])[CH2:30][CH2:29]1.O. The catalyst is C(Cl)Cl. The product is [CH:28]1([S:31]([NH:1][CH2:2][CH2:3][N:4]2[CH2:9][CH2:8][CH:7]([CH2:10][NH:11][C:12](=[O:18])[O:13][C:14]([CH3:15])([CH3:17])[CH3:16])[CH2:6][CH2:5]2)(=[O:33])=[O:32])[CH2:30][CH2:29]1. The yield is 0.780.